From a dataset of Full USPTO retrosynthesis dataset with 1.9M reactions from patents (1976-2016). Predict the reactants needed to synthesize the given product. (1) Given the product [CH2:30]([O:29][C:27]([NH:26][C@@H:18]([CH2:17][NH:16][C:11](=[O:13])[C:10]1[CH:9]=[CH:8][C:7]([CH2:6][CH2:5][C:3]([O:2][CH3:1])=[O:4])=[CH:15][CH:14]=1)[C:19]([O:21][C:22]([CH3:23])([CH3:24])[CH3:25])=[O:20])=[O:28])[C:31]1[CH:32]=[CH:33][CH:34]=[CH:35][CH:36]=1, predict the reactants needed to synthesize it. The reactants are: [CH3:1][O:2][C:3]([CH2:5][CH2:6][C:7]1[CH:15]=[CH:14][C:10]([C:11]([OH:13])=O)=[CH:9][CH:8]=1)=[O:4].[NH2:16][CH2:17][C@H:18]([NH:26][C:27]([O:29][CH2:30][C:31]1[CH:36]=[CH:35][CH:34]=[CH:33][CH:32]=1)=[O:28])[C:19]([O:21][C:22]([CH3:25])([CH3:24])[CH3:23])=[O:20].F[B-](F)(F)F.C(C(=NOC(N(C)C)=[N+](C)C)C(OCC)=O)#N.C(N(C(C)C)CC)(C)C. (2) The reactants are: [CH3:1][S:2]([N:5]1[CH2:10][CH:9]=[C:8]([C:11]2[CH:12]=[C:13]3[CH2:19][C@H:18]([CH:20]4[CH2:25][CH2:24][NH:23][CH2:22][CH2:21]4)[O:17][C:14]3=[CH:15][N:16]=2)[CH2:7][CH2:6]1)(=[O:4])=[O:3].Cl[C:27]1[N:32]=[CH:31][C:30]([CH:33]2[CH2:35][CH2:34]2)=[CH:29][N:28]=1. Given the product [CH:33]1([C:30]2[CH:29]=[N:28][C:27]([N:23]3[CH2:24][CH2:25][CH:20]([C@@H:18]4[O:17][C:14]5=[CH:15][N:16]=[C:11]([C:8]6[CH2:9][CH2:10][N:5]([S:2]([CH3:1])(=[O:3])=[O:4])[CH2:6][CH:7]=6)[CH:12]=[C:13]5[CH2:19]4)[CH2:21][CH2:22]3)=[N:32][CH:31]=2)[CH2:35][CH2:34]1, predict the reactants needed to synthesize it.